This data is from Forward reaction prediction with 1.9M reactions from USPTO patents (1976-2016). The task is: Predict the product of the given reaction. Given the reactants [F:1][C:2]1[CH:3]=[C:4]([CH2:9][C:10]([NH:12][C@H:13]([C:15]([OH:17])=O)[CH3:14])=[O:11])[CH:5]=[C:6]([F:8])[CH:7]=1.Cl.[NH2:19][CH:20]1[CH2:26][C:25]([CH3:28])([CH3:27])[CH:24]=[N:23][C:22]2[CH:29]=[CH:30][CH:31]([CH3:34])[C:32](=[O:33])[C:21]1=2, predict the reaction product. The product is: [F:8][C:6]1[CH:5]=[C:4]([CH2:9][C:10]([NH:12][C@H:13]([C:15]([NH:19][CH:20]2[CH2:26][C:25]([CH3:27])([CH3:28])[CH:24]=[N:23][C:22]3[CH:29]=[CH:30][CH:31]([CH3:34])[C:32](=[O:33])[C:21]2=3)=[O:17])[CH3:14])=[O:11])[CH:3]=[C:2]([F:1])[CH:7]=1.